From a dataset of Reaction yield outcomes from USPTO patents with 853,638 reactions. Predict the reaction yield, written as a fraction of the theoretical maximum amount of product (1.0 means a 100% yield; for example, 0.34 means a 34% yield). (1) The reactants are C(N(CC)CC)C.Cl.Cl.[NH2:10][C@H:11]1[CH:16]2[CH2:17][CH2:18][N:13]([CH2:14][CH2:15]2)[CH2:12]1.[F:19][C:20]([F:31])([F:30])[C:21]1[CH:26]=[CH:25][C:24]([C:27](O)=[O:28])=[CH:23][CH:22]=1.[I-].ClC1C=CC=C[N+]=1C. The catalyst is O.C(#N)C. The product is [N:13]12[CH2:18][CH2:17][CH:16]([CH2:15][CH2:14]1)[C@H:11]([NH:10][C:27](=[O:28])[C:24]1[CH:25]=[CH:26][C:21]([C:20]([F:19])([F:30])[F:31])=[CH:22][CH:23]=1)[CH2:12]2. The yield is 0.930. (2) The reactants are [CH2:1]([O:8][C:9]([N:11]1[C@H:20]([C:21](O)=[O:22])[CH2:19][C:18]2[C:13](=[CH:14][CH:15]=[CH:16][CH:17]=2)[CH2:12]1)=[O:10])[C:2]1[CH:7]=[CH:6][CH:5]=[CH:4][CH:3]=1.ClC(N(C)C)=C(C)C.[C:32]1([C@H:38]([NH:42][CH2:43][C:44]2[CH:53]=[CH:52][C:47]([C:48]([O:50][CH3:51])=[O:49])=[CH:46][CH:45]=2)[CH2:39][CH2:40][CH3:41])[CH:37]=[CH:36][CH:35]=[CH:34][CH:33]=1.CCN(C(C)C)C(C)C. The catalyst is C(Cl)Cl.[Cl-].[Na+].O. The product is [CH3:51][O:50][C:48]([C:47]1[CH:46]=[CH:45][C:44]([CH2:43][N:42]([C@@H:38]([C:32]2[CH:33]=[CH:34][CH:35]=[CH:36][CH:37]=2)[CH2:39][CH2:40][CH3:41])[C:21]([C@@H:20]2[CH2:19][C:18]3[C:13](=[CH:14][CH:15]=[CH:16][CH:17]=3)[CH2:12][N:11]2[C:9]([O:8][CH2:1][C:2]2[CH:7]=[CH:6][CH:5]=[CH:4][CH:3]=2)=[O:10])=[O:22])=[CH:53][CH:52]=1)=[O:49]. The yield is 0.850. (3) The reactants are C(OC(=O)[NH:10][CH2:11][CH2:12][CH2:13][CH2:14][C:15]1[CH:20]=[CH:19][C:18]([O:21][CH2:22][C:23](=[O:27])[N:24]([CH3:26])[CH3:25])=[CH:17][CH:16]=1)C1C=CC=CC=1. The catalyst is C(O)C.[Pd]. The product is [NH2:10][CH2:11][CH2:12][CH2:13][CH2:14][C:15]1[CH:20]=[CH:19][C:18]([O:21][CH2:22][C:23]([N:24]([CH3:25])[CH3:26])=[O:27])=[CH:17][CH:16]=1. The yield is 0.600. (4) The reactants are [CH2:1]([NH:4][C:5]1[N:10]=[C:9]([NH:11][CH2:12][CH2:13][CH3:14])[N:8]=[C:7]([N:15]([CH3:19])[O:16][CH2:17][CH3:18])[N:6]=1)[CH2:2][CH3:3].[OH:20][S:21]([OH:24])(=[O:23])=[O:22]. No catalyst specified. The product is [S:21]([OH:24])([OH:23])(=[O:22])=[O:20].[CH2:1]([NH:4][C:5]1[N:10]=[C:9]([NH:11][CH2:12][CH2:13][CH3:14])[N:8]=[C:7]([N:15]([CH3:19])[O:16][CH2:17][CH3:18])[N:6]=1)[CH2:2][CH3:3]. The yield is 0.910. (5) The reactants are [NH2:1][C:2]1[N:7]=[CH:6][N:5]=[C:4]([NH:8][C@H:9]([C:11]2[N:16]([C:17]3[CH:22]=[CH:21][CH:20]=[CH:19][CH:18]=3)[C:15](=[O:23])[C:14]3=[C:24]([CH3:27])[CH:25]=[CH:26][N:13]3[N:12]=2)[CH3:10])[C:3]=1Br.[F:29][C:30]1[CH:35]=[C:34]([OH:36])[CH:33]=[CH:32][C:31]=1[S:37]([N:40]1[C:48]2[C:43](=[C:44]([OH:52])[CH:45]=[C:46](B(O)O)[CH:47]=2)[CH:42]=[CH:41]1)(=[O:39])=[O:38].C(=O)([O-])[O-].[Cs+].[Cs+]. The catalyst is O1CCOCC1.C(OCC)(=O)C. The product is [NH2:1][C:2]1[N:7]=[CH:6][N:5]=[C:4]([NH:8][C@H:9]([C:11]2[N:16]([C:17]3[CH:22]=[CH:21][CH:20]=[CH:19][CH:18]=3)[C:15](=[O:23])[C:14]3=[C:24]([CH3:27])[CH:25]=[CH:26][N:13]3[N:12]=2)[CH3:10])[C:3]=1[C:46]1[CH:47]=[C:48]2[C:43]([CH:42]=[CH:41][N:40]2[S:37]([C:31]2[CH:32]=[CH:33][C:34]([OH:36])=[CH:35][C:30]=2[F:29])(=[O:38])=[O:39])=[C:44]([OH:52])[CH:45]=1. The yield is 0.190. (6) The reactants are C([O-])=O.[NH4+:4].[Br:5][C:6]1[CH:7]=[C:8]([N:12]2[C:16]([NH:17][C:18](=O)[C:19]([F:22])([F:21])[F:20])=[C:15]([CH:24]=O)[C:14]([C:26]([O:28][CH2:29][CH3:30])=[O:27])=[N:13]2)[CH:9]=[CH:10][CH:11]=1. The catalyst is C(O)(C)(C)C.C(OCC)(=O)C. The product is [Br:5][C:6]1[CH:7]=[C:8]([N:12]2[C:16]3=[N:17][C:18]([C:19]([F:22])([F:20])[F:21])=[N:4][CH:24]=[C:15]3[C:14]([C:26]([O:28][CH2:29][CH3:30])=[O:27])=[N:13]2)[CH:9]=[CH:10][CH:11]=1. The yield is 0.780. (7) The reactants are C1(P(C2C=CC=CC=2)C2C=CC=CC=2)C=CC=CC=1.C1COCC1.C(Br)(Br)(Br)[Br:26].[CH2:30]([NH:42][C:43](=[O:63])[C:44]1[CH:49]=[C:48]([C:50]2[CH:55]=[CH:54][CH:53]=[C:52]([O:56][CH3:57])[CH:51]=2)[C:47]([O:58][CH2:59][CH2:60]O)=[C:46]([Br:62])[CH:45]=1)[CH2:31][CH2:32][CH2:33][CH2:34][CH2:35][CH2:36][CH2:37][CH2:38][CH2:39][CH2:40][CH3:41]. The catalyst is CCOC(C)=O. The product is [CH2:30]([NH:42][C:43](=[O:63])[C:44]1[CH:49]=[C:48]([C:50]2[CH:55]=[CH:54][CH:53]=[C:52]([O:56][CH3:57])[CH:51]=2)[C:47]([O:58][CH2:59][CH2:60][Br:26])=[C:46]([Br:62])[CH:45]=1)[CH2:31][CH2:32][CH2:33][CH2:34][CH2:35][CH2:36][CH2:37][CH2:38][CH2:39][CH2:40][CH3:41]. The yield is 0.670.